This data is from Catalyst prediction with 721,799 reactions and 888 catalyst types from USPTO. The task is: Predict which catalyst facilitates the given reaction. (1) Reactant: [NH2:1][C:2]1[CH2:7][N:6]([CH3:8])[C:5](=[O:9])[C:4]([C:11]2[CH:16]=[C:15]([Br:17])[CH:14]=[CH:13][C:12]=2[F:18])([CH3:10])[N:3]=1.C(Cl)Cl.CCN(C(C)C)C(C)C.[CH3:31][C:32]([O:35][C:36](O[C:36]([O:35][C:32]([CH3:34])([CH3:33])[CH3:31])=[O:37])=[O:37])([CH3:34])[CH3:33]. Product: [C:32]([O:35][C:36](=[O:37])[NH:1][C:2]1[CH2:7][N:6]([CH3:8])[C:5](=[O:9])[C:4]([C:11]2[CH:16]=[C:15]([Br:17])[CH:14]=[CH:13][C:12]=2[F:18])([CH3:10])[N:3]=1)([CH3:34])([CH3:33])[CH3:31]. The catalyst class is: 680. (2) Reactant: [NH2:1][C:2]([CH3:6])([CH3:5])[CH2:3][OH:4].C(N(CC)CC)C.[Br:14][CH:15]([CH2:19][CH3:20])[C:16](Br)=[O:17]. Product: [Br:14][CH:15]([CH2:19][CH3:20])[C:16]([NH:1][C:2]([CH3:6])([CH3:5])[CH2:3][OH:4])=[O:17]. The catalyst class is: 7. (3) Reactant: Cl.C[O:3][C:4](=[O:44])[C@@H:5]([NH:22][C:23]([C:25]1[C:26]([CH3:43])=[N:27][C:28]([NH:32][CH2:33][CH2:34][CH2:35][C:36]2[CH:41]=[CH:40][CH:39]=[C:38]([OH:42])[CH:37]=2)=[N:29][C:30]=1[CH3:31])=[O:24])[CH2:6][NH:7][C:8](=[O:21])[C:9]1[CH:14]=[C:13]([OH:15])[CH:12]=[C:11]([O:16][CH2:17][CH2:18][CH2:19][NH2:20])[CH:10]=1.[OH-].[Na+].Cl. Product: [NH2:20][CH2:19][CH2:18][CH2:17][O:16][C:11]1[CH:10]=[C:9]([CH:14]=[C:13]([OH:15])[CH:12]=1)[C:8]([NH:7][CH2:6][C@H:5]([NH:22][C:23]([C:25]1[C:30]([CH3:31])=[N:29][C:28]([NH:32][CH2:33][CH2:34][CH2:35][C:36]2[CH:41]=[CH:40][CH:39]=[C:38]([OH:42])[CH:37]=2)=[N:27][C:26]=1[CH3:43])=[O:24])[C:4]([OH:44])=[O:3])=[O:21]. The catalyst class is: 72. (4) Reactant: C(=O)([O-])[O-].[K+].[K+].[F:7][C:8]1[CH:9]=[C:10]2[C:15](=[CH:16][CH:17]=1)[NH:14][C:13]([C:18]([O:20][CH3:21])=[O:19])=[CH:12][C:11]2=[O:22].[CH2:23](Br)[CH:24]=[CH2:25]. Product: [CH3:21][O:20][C:18]([C:13]1[CH:12]=[C:11]([O:22][CH2:25][CH:24]=[CH2:23])[C:10]2[C:15](=[CH:16][CH:17]=[C:8]([F:7])[CH:9]=2)[N:14]=1)=[O:19]. The catalyst class is: 35. (5) Reactant: [CH3:1][C:2]1[CH:7]=[C:6]([CH3:8])[CH:5]=[CH:4][C:3]=1[C:9]1[C:10]2[CH:19]=[CH:18][N:17]([CH2:20][O:21][CH2:22][CH2:23][Si:24]([CH3:27])([CH3:26])[CH3:25])[C:11]=2[N:12]=[C:13]([S:15][CH3:16])[N:14]=1.[Br:28]N1C(=O)CCC1=O. Product: [Br:28][C:19]1[C:10]2[C:9]([C:3]3[CH:4]=[CH:5][C:6]([CH3:8])=[CH:7][C:2]=3[CH3:1])=[N:14][C:13]([S:15][CH3:16])=[N:12][C:11]=2[N:17]([CH2:20][O:21][CH2:22][CH2:23][Si:24]([CH3:27])([CH3:26])[CH3:25])[CH:18]=1. The catalyst class is: 2. (6) Reactant: [I-:1].[I-:1].[I-:1].[C:4]([N:11]1[CH2:16][CH2:15][N:14]([C:17]2[CH:18]=[C:19]([CH2:32][CH3:33])[C:20]3[C:29]([CH:30]=2)=[S+:28][C:27]2[C:22](=[C:23]([CH3:31])[CH:24]=[CH:25][CH:26]=2)[N:21]=3)[CH2:13][CH2:12]1)([O:6][C:7]([CH3:10])([CH3:9])[CH3:8])=[O:5].[C:4]([N:11]1[CH2:12][CH2:13][N:14]([C:17]2[CH:18]=[C:19]([CH2:32][CH3:33])[C:20]3[C:29]([CH:30]=2)=[S+:28][C:27]2[C:22](=[C:23]([CH3:31])[CH:24]=[CH:25][CH:26]=2)[N:21]=3)[CH2:15][CH2:16]1)([O:6][C:7]([CH3:10])([CH3:9])[CH3:8])=[O:5].[C:4]([N:11]1[CH2:12][CH2:13][N:14]([C:17]2[CH:18]=[C:19]([CH2:32][CH3:33])[C:20]3[C:29]([CH:30]=2)=[S+:28][C:27]2[C:22](=[C:23]([CH3:31])[CH:24]=[CH:25][CH:26]=2)[N:21]=3)[CH2:15][CH2:16]1)([O:6][C:7]([CH3:10])([CH3:9])[CH3:8])=[O:5].[NH:94]1[CH2:99][CH2:98][O:97][CH2:96][CH2:95]1. Product: [I-:1].[C:4]([N:11]1[CH2:12][CH2:13][N:14]([C:17]2[CH:18]=[C:19]([CH2:32][CH3:33])[C:20]3[C:29]([CH:30]=2)=[S+:28][C:27]2[C:22](=[C:23]([CH3:31])[CH:24]=[C:25]([N:94]4[CH2:99][CH2:98][O:97][CH2:96][CH2:95]4)[CH:26]=2)[N:21]=3)[CH2:15][CH2:16]1)([O:6][C:7]([CH3:10])([CH3:9])[CH3:8])=[O:5]. The catalyst class is: 10.